From a dataset of Catalyst prediction with 721,799 reactions and 888 catalyst types from USPTO. Predict which catalyst facilitates the given reaction. (1) Product: [C:16]([O:20][C:21](=[O:27])[NH:22][CH2:23][C@H:24]([OH:25])[CH2:26][NH:1][C:2]1[CH:3]=[C:4]2[C:8](=[CH:9][CH:10]=1)[N:7]([CH:11]([CH2:13][CH3:14])[CH3:12])[C:6](=[O:15])[CH2:5]2)([CH3:18])([CH3:17])[CH3:19]. Reactant: [NH2:1][C:2]1[CH:3]=[C:4]2[C:8](=[CH:9][CH:10]=1)[N:7]([CH:11]([CH2:13][CH3:14])[CH3:12])[C:6](=[O:15])[CH2:5]2.[C:16]([O:20][C:21](=[O:27])[NH:22][CH2:23][C@H:24]1[CH2:26][O:25]1)([CH3:19])([CH3:18])[CH3:17].FC(F)(F)S([O-])(=O)=O.[Li+]. The catalyst class is: 115. (2) Reactant: [C:1]([CH2:4][CH2:5][C:6]1[C:7]([CH3:26])=[C:8](C(O)=O)[NH:9][C:10]=1[CH:11]=[C:12]1[C:20]2[C:15](=[CH:16][CH:17]=[C:18]([Cl:21])[CH:19]=2)[NH:14][C:13]1=[O:22])([OH:3])=[O:2].[OH-].[K+].O.Cl. Product: [Cl:21][C:18]1[CH:19]=[C:20]2[C:15](=[CH:16][CH:17]=1)[NH:14][C:13](=[O:22])[C:12]2=[CH:11][C:10]1[NH:9][CH:8]=[C:7]([CH3:26])[C:6]=1[CH2:5][CH2:4][C:1]([OH:3])=[O:2]. The catalyst class is: 196.